Dataset: Reaction yield outcomes from USPTO patents with 853,638 reactions. Task: Predict the reaction yield, written as a fraction of the theoretical maximum amount of product (1.0 means a 100% yield; for example, 0.34 means a 34% yield). (1) The reactants are [Si]([O:18][CH:19]1[CH2:22][N:21]([C:23]2[S:24][CH:25]=[C:26]([CH2:28][NH:29][C:30]([O:32][CH3:33])=[O:31])[N:27]=2)[CH2:20]1)(C(C)(C)C)(C1C=CC=CC=1)C1C=CC=CC=1.C(O)(=O)C.[F-].C([N+](CCCC)(CCCC)CCCC)CCC. The catalyst is O1CCCC1. The product is [OH:18][CH:19]1[CH2:20][N:21]([C:23]2[S:24][CH:25]=[C:26]([CH2:28][NH:29][C:30]([O:32][CH3:33])=[O:31])[N:27]=2)[CH2:22]1. The yield is 0.450. (2) The product is [Cl:19][C:20]1[CH:25]=[C:24]([Cl:26])[CH:23]=[CH:22][C:21]=1[CH2:27][CH:5]1[CH2:6][CH2:7][NH:3][C:4]1=[O:8]. The catalyst is C1COCC1. The reactants are C[Si](C)(C)[N:3]1[CH2:7][CH2:6][CH2:5][C:4]1=[O:8].[Li+].CC([N-]C(C)C)C.[Cl:19][C:20]1[CH:25]=[C:24]([Cl:26])[CH:23]=[CH:22][C:21]=1[CH2:27]Cl.O. The yield is 0.670. (3) The reactants are [NH2:1][C:2]1[C:7]([F:8])=[CH:6][N:5]([S:9]([C:12]2[CH:17]=[CH:16][C:15]([O:18][CH3:19])=[CH:14][CH:13]=2)(=[O:11])=[O:10])[C:4](=[O:20])[N:3]=1.[C:21](=O)([O-])[O-].[K+].[K+].CN(C)C=O.IC. The product is [F:8][C:7]1[C:2](=[NH:1])[N:3]([CH3:21])[C:4](=[O:20])[N:5]([S:9]([C:12]2[CH:13]=[CH:14][C:15]([O:18][CH3:19])=[CH:16][CH:17]=2)(=[O:10])=[O:11])[CH:6]=1. The catalyst is CCOC(C)=O. The yield is 0.120. (4) The reactants are Br[CH2:2][CH2:3][N:4]1[C:12](=[O:13])[C:11]2[N:10]([CH2:14][C:15]3[CH:20]=[CH:19][C:18]([Cl:21])=[CH:17][CH:16]=3)[C:9]([O:22][C:23]3[CH:28]=[CH:27][CH:26]=[C:25]([O:29][C:30]([F:33])([F:32])[F:31])[CH:24]=3)=[N:8][C:7]=2[N:6]([CH3:34])[C:5]1=[O:35].[CH3:36][NH:37][CH3:38]. The catalyst is C(OCC)(=O)C.O. The yield is 0.256. The product is [ClH:21].[Cl:21][C:18]1[CH:19]=[CH:20][C:15]([CH2:14][N:10]2[C:11]3[C:12](=[O:13])[N:4]([CH2:3][CH2:2][N:37]([CH3:38])[CH3:36])[C:5](=[O:35])[N:6]([CH3:34])[C:7]=3[N:8]=[C:9]2[O:22][C:23]2[CH:28]=[CH:27][CH:26]=[C:25]([O:29][C:30]([F:33])([F:32])[F:31])[CH:24]=2)=[CH:16][CH:17]=1. (5) The reactants are [CH3:1][C:2]1[CH:3]=[CH:4][C:5]2[S:10][CH:9]([C:11]([F:14])([F:13])[F:12])[C:8]([C:15]([O:17]CC)=[O:16])=[CH:7][C:6]=2[CH:20]=1.[OH-].[Na+]. The catalyst is C1COCC1.C(O)C. The product is [CH3:1][C:2]1[CH:3]=[CH:4][C:5]2[S:10][CH:9]([C:11]([F:13])([F:14])[F:12])[C:8]([C:15]([OH:17])=[O:16])=[CH:7][C:6]=2[CH:20]=1. The yield is 0.280. (6) The reactants are [I:1][C:2]1[C:6]([CH:7]=O)=[CH:5][N:4]([CH:9]2[CH2:14][CH2:13][CH2:12][CH2:11][O:10]2)[N:3]=1.[CH3:15][N:16]([CH2:24][CH2:25][NH:26][CH3:27])[C:17](=[O:23])[O:18][C:19]([CH3:22])([CH3:21])[CH3:20].[BH-](OC(C)=O)(OC(C)=O)OC(C)=O.[Na+]. The catalyst is ClC(Cl)C.ClCCl. The product is [I:1][C:2]1[C:6]([CH2:7][N:26]([CH3:27])[CH2:25][CH2:24][N:16]([CH3:15])[C:17](=[O:23])[O:18][C:19]([CH3:20])([CH3:21])[CH3:22])=[CH:5][N:4]([CH:9]2[CH2:14][CH2:13][CH2:12][CH2:11][O:10]2)[N:3]=1. The yield is 0.920. (7) The reactants are O([C:3](C)(C)[CH3:4])[Na].[NH2:7][C:8]1[CH:15]=[CH:14][C:11]([CH:12]=[CH2:13])=[CH:10][CH:9]=1.Br[C:17]1[CH:22]=[CH:21][C:20]([CH3:23])=[CH:19][CH:18]=1.[C:24]1([CH3:30])[CH:29]=[CH:28][CH:27]=[CH:26][CH:25]=1.CCOC(C)=O.[CH3:37][CH2:38][CH2:39][CH2:40][CH2:41][CH3:42]. The catalyst is C1C=CC(/C=C/C(/C=C/C2C=CC=CC=2)=O)=CC=1.C1C=CC(/C=C/C(/C=C/C2C=CC=CC=2)=O)=CC=1.C1C=CC(/C=C/C(/C=C/C2C=CC=CC=2)=O)=CC=1.[Pd].[Pd]. The product is [CH:12]([C:11]1[CH:14]=[CH:15][C:8]([N:7]([C:27]2[CH:28]=[CH:29][C:24]([CH3:30])=[CH:25][CH:26]=2)[C:17]2[CH:22]=[CH:21][C:20]([CH3:23])=[CH:19][CH:18]=2)=[CH:9][CH:10]=1)=[CH2:13].[CH3:30][C:24]1[CH:29]=[CH:28][C:27]([N:7]([C:8]2[CH:9]=[CH:10][C:11]([CH3:12])=[CH:14][CH:15]=2)[C:39]2[CH:38]=[CH:37][C:42]([CH:3]=[CH:4][C:17]3[CH:22]=[CH:21][C:20]([CH3:23])=[CH:19][CH:18]=3)=[CH:41][CH:40]=2)=[CH:26][CH:25]=1. The yield is 0.110.